Dataset: Retrosynthesis with 50K atom-mapped reactions and 10 reaction types from USPTO. Task: Predict the reactants needed to synthesize the given product. (1) Given the product Cc1n[nH]c(C)c1S(=O)(=O)N1CCC(Oc2ccc(Cl)cc2F)CC1, predict the reactants needed to synthesize it. The reactants are: Cc1n[nH]c(C)c1S(=O)(=O)Cl.Fc1cc(Cl)ccc1OC1CCNCC1. (2) Given the product CCOC(=O)c1ccn(-c2ccc(F)cn2)n1, predict the reactants needed to synthesize it. The reactants are: CCOC(=O)c1cc[nH]n1.Fc1ccc(F)nc1. (3) Given the product Cc1cc2ncoc2cc1-c1ccc(N)nc1, predict the reactants needed to synthesize it. The reactants are: CC1(C)OB(c2ccc(N)nc2)OC1(C)C.Cc1cc2ncoc2cc1Br. (4) Given the product CC(=O)OCC1(OS(C)(=O)=O)CS[C@@H]2[C@@H](N=[N+]=[N-])C(=O)N2C1C(=O)OCc1ccc([N+](=O)[O-])cc1, predict the reactants needed to synthesize it. The reactants are: CC(=O)OCC1(O)CS[C@@H]2[C@@H](N=[N+]=[N-])C(=O)N2C1C(=O)OCc1ccc([N+](=O)[O-])cc1.CS(=O)(=O)Cl. (5) Given the product Cc1c(Br)cc(CO)cc1Br, predict the reactants needed to synthesize it. The reactants are: COC(=O)c1cc(Br)c(C)c(Br)c1. (6) Given the product Cc1cnc(CN(CCCCNC(=O)c2cccc3[nH]cnc23)Cc2nccc3ccccc23)c(C)c1, predict the reactants needed to synthesize it. The reactants are: Cc1cnc(CN(CCCCN)Cc2nccc3ccccc23)c(C)c1.O=C(Cl)c1cccc2[nH]cnc12. (7) Given the product ClCc1ccccn1, predict the reactants needed to synthesize it. The reactants are: COCc1ccc(-c2cc(Cc3ccc(O)cc3)no2)c(N)n1.ClCc1ccccn1.